Dataset: NCI-60 drug combinations with 297,098 pairs across 59 cell lines. Task: Regression. Given two drug SMILES strings and cell line genomic features, predict the synergy score measuring deviation from expected non-interaction effect. (1) Drug 1: CN1CCC(CC1)COC2=C(C=C3C(=C2)N=CN=C3NC4=C(C=C(C=C4)Br)F)OC. Drug 2: C1CN(CCN1C(=O)CCBr)C(=O)CCBr. Cell line: K-562. Synergy scores: CSS=21.0, Synergy_ZIP=-3.57, Synergy_Bliss=-3.15, Synergy_Loewe=-11.7, Synergy_HSA=-2.50. (2) Drug 1: CC1=CC2C(CCC3(C2CCC3(C(=O)C)OC(=O)C)C)C4(C1=CC(=O)CC4)C. Drug 2: CCN(CC)CCCC(C)NC1=C2C=C(C=CC2=NC3=C1C=CC(=C3)Cl)OC. Cell line: RXF 393. Synergy scores: CSS=24.8, Synergy_ZIP=0.136, Synergy_Bliss=7.75, Synergy_Loewe=-24.2, Synergy_HSA=3.82.